This data is from Forward reaction prediction with 1.9M reactions from USPTO patents (1976-2016). The task is: Predict the product of the given reaction. (1) Given the reactants [N:1]([CH2:4][C@H:5]([CH:29]1[CH2:31][CH2:30]1)[C@H:6]([C@H:15]1[CH2:19][O:18]C(C)(C)[N:16]1[C:22]([O:24][C:25]([CH3:28])([CH3:27])[CH3:26])=[O:23])[O:7][Si:8]([C:11]([CH3:14])([CH3:13])[CH3:12])([CH3:10])[CH3:9])=[N+:2]=[N-:3].C(O)(C(F)(F)F)=O.CCN(C(C)C)C(C)C.C(OC(OC(OC(C)(C)C)=O)=O)(C)(C)C, predict the reaction product. The product is: [N:1]([CH2:4][C@H:5]([CH:29]1[CH2:30][CH2:31]1)[C@@H:6]([O:7][Si:8]([C:11]([CH3:14])([CH3:13])[CH3:12])([CH3:10])[CH3:9])[C@H:15]([NH:16][C:22](=[O:23])[O:24][C:25]([CH3:28])([CH3:26])[CH3:27])[CH2:19][OH:18])=[N+:2]=[N-:3]. (2) Given the reactants O[CH2:2][C:3]1[CH:12]=[CH:11][C:6]([C:7]([O:9][CH3:10])=[O:8])=[C:5]([CH3:13])[CH:4]=1.C1(P(C2C=CC=CC=2)C2C=CC=CC=2)C=CC=CC=1.C1C(=O)N([Br:40])C(=O)C1, predict the reaction product. The product is: [Br:40][CH2:2][C:3]1[CH:12]=[CH:11][C:6]([C:7]([O:9][CH3:10])=[O:8])=[C:5]([CH3:13])[CH:4]=1. (3) The product is: [CH3:26][C:24]1[N:1]=[C:2]2[S:6][C:5]3[CH2:7][CH2:8][CH2:9][CH2:10][C:4]=3[C:3]2=[C:11]([C:13]2[CH:18]=[CH:17][C:16]([CH2:19][CH3:20])=[CH:15][CH:14]=2)[C:23]=1[CH2:22][C:21]([O:28][CH3:29])=[O:27]. Given the reactants [NH2:1][C:2]1[S:6][C:5]2[CH2:7][CH2:8][CH2:9][CH2:10][C:4]=2[C:3]=1[C:11]([C:13]1[CH:18]=[CH:17][C:16]([CH2:19][CH3:20])=[CH:15][CH:14]=1)=O.[C:21]([O:28][CH3:29])(=[O:27])[CH2:22][CH2:23][C:24]([CH3:26])=O.Cl[Si](C)(C)C, predict the reaction product. (4) Given the reactants [NH:1]1[C:5]([C:6]2[CH:7]=[C:8]([CH:10]=[CH:11][CH:12]=2)[NH2:9])=[N:4][N:3]=[N:2]1.[NH2:13][C:14]1[CH:15]=[C:16]([CH:20]=[C:21]([C:23]([F:26])([F:25])[F:24])[CH:22]=1)[C:17](O)=[O:18].Cl.C(N=C=NCCCN(C)C)C.ON1C2C=CC=CC=2N=N1.CCN(C(C)C)C(C)C, predict the reaction product. The product is: [NH2:13][C:14]1[CH:15]=[C:16]([CH:20]=[C:21]([C:23]([F:24])([F:25])[F:26])[CH:22]=1)[C:17]([NH:9][C:8]1[CH:10]=[CH:11][CH:12]=[C:6]([C:5]2[NH:1][N:2]=[N:3][N:4]=2)[CH:7]=1)=[O:18]. (5) Given the reactants [CH2:1]([CH2:3][NH2:4])[OH:2].Cl[C:6]1[CH:7]=[CH:8][C:9]2[N:10]([C:12]([CH2:15][C:16]3[CH:17]=[CH:18][C:19]4[N:20]([CH:22]=[CH:23][N:24]=4)[CH:21]=3)=[CH:13][N:14]=2)[N:11]=1.[F-].[K+], predict the reaction product. The product is: [N:24]1[CH:23]=[CH:22][N:20]2[CH:21]=[C:16]([CH2:15][C:12]3[N:10]4[N:11]=[C:6]([NH:4][CH2:3][CH2:1][OH:2])[CH:7]=[CH:8][C:9]4=[N:14][CH:13]=3)[CH:17]=[CH:18][C:19]=12.